Task: Regression. Given a peptide amino acid sequence and an MHC pseudo amino acid sequence, predict their binding affinity value. This is MHC class I binding data.. Dataset: Peptide-MHC class I binding affinity with 185,985 pairs from IEDB/IMGT The peptide sequence is IGWHYRPL. The MHC is H-2-Kb with pseudo-sequence H-2-Kb. The binding affinity (normalized) is 0.866.